This data is from Merck oncology drug combination screen with 23,052 pairs across 39 cell lines. The task is: Regression. Given two drug SMILES strings and cell line genomic features, predict the synergy score measuring deviation from expected non-interaction effect. (1) Drug 1: CN1C(=O)C=CC2(C)C3CCC4(C)C(NC(=O)OCC(F)(F)F)CCC4C3CCC12. Drug 2: COc1cccc2c1C(=O)c1c(O)c3c(c(O)c1C2=O)CC(O)(C(=O)CO)CC3OC1CC(N)C(O)C(C)O1. Cell line: HT144. Synergy scores: synergy=1.95. (2) Drug 1: Cn1nnc2c(C(N)=O)ncn2c1=O. Drug 2: C#Cc1cccc(Nc2ncnc3cc(OCCOC)c(OCCOC)cc23)c1. Cell line: HT29. Synergy scores: synergy=-0.926. (3) Drug 1: CN(C)C(=N)N=C(N)N. Cell line: NCIH2122. Synergy scores: synergy=7.93. Drug 2: NC(=O)c1cccc2cn(-c3ccc(C4CCCNC4)cc3)nc12. (4) Cell line: SKMEL30. Drug 2: NC1(c2ccc(-c3nc4ccn5c(=O)[nH]nc5c4cc3-c3ccccc3)cc2)CCC1. Drug 1: CN(Cc1cnc2nc(N)nc(N)c2n1)c1ccc(C(=O)NC(CCC(=O)O)C(=O)O)cc1. Synergy scores: synergy=25.2. (5) Drug 1: O=c1[nH]cc(F)c(=O)[nH]1. Drug 2: C=CCn1c(=O)c2cnc(Nc3ccc(N4CCN(C)CC4)cc3)nc2n1-c1cccc(C(C)(C)O)n1. Cell line: OVCAR3. Synergy scores: synergy=12.2. (6) Drug 1: CCN(CC)CCNC(=O)c1c(C)[nH]c(C=C2C(=O)Nc3ccc(F)cc32)c1C. Drug 2: C#Cc1cccc(Nc2ncnc3cc(OCCOC)c(OCCOC)cc23)c1. Cell line: OVCAR3. Synergy scores: synergy=24.0.